Predict which catalyst facilitates the given reaction. From a dataset of Catalyst prediction with 721,799 reactions and 888 catalyst types from USPTO. (1) Reactant: [Cl:1][C:2]1[N:3]=[C:4]([N:11]2[CH2:16][CH2:15][O:14][CH2:13][CH2:12]2)[C:5]2[N:10]=[CH:9][S:8][C:6]=2[N:7]=1.C([Li])CCC.CCCCCC.CN([CH:31]=[O:32])C. Product: [Cl:1][C:2]1[N:3]=[C:4]([N:11]2[CH2:12][CH2:13][O:14][CH2:15][CH2:16]2)[C:5]2[N:10]=[C:9]([CH:31]=[O:32])[S:8][C:6]=2[N:7]=1. The catalyst class is: 1. (2) Reactant: Br[C:2]1[CH:11]=[CH:10][C:9]2[C:4](=[CH:5][C:6](Br)=[CH:7][CH:8]=2)[CH:3]=1.CC1(C)C(C)(C)OB([C:21]2[CH:22]=[C:23]([C:32]([O:34][CH2:35][CH3:36])=[O:33])[CH:24]=[C:25]([CH:31]=2)[C:26]([O:28][CH2:29][CH3:30])=[O:27])O1.[F-].[Cs+]. Product: [CH:3]1[C:4]2[C:9](=[CH:8][CH:7]=[C:6]([C:21]3[CH:31]=[C:25]([C:26]([O:28][CH2:29][CH3:30])=[O:27])[CH:24]=[C:23]([CH:22]=3)[C:32]([O:34][CH2:35][CH3:36])=[O:33])[CH:5]=2)[CH:10]=[CH:11][C:2]=1[C:21]1[CH:31]=[C:25]([C:26]([O:28][CH2:29][CH3:30])=[O:27])[CH:24]=[C:23]([CH:22]=1)[C:32]([O:34][CH2:35][CH3:36])=[O:33]. The catalyst class is: 73. (3) Reactant: Cl[C:2]1[CH:3]=[CH:4][C:5]2[O:14][CH2:13][CH2:12][C:11]3[CH:10]=[C:9]([C:15]4[N:16]([C:20]5[CH:25]=[CH:24][C:23]([F:26])=[CH:22][C:21]=5[F:27])[N:17]=[CH:18][N:19]=4)[S:8][C:7]=3[C:6]=2[N:28]=1.[CH:29]12[CH2:35][CH:32]([NH:33][CH2:34]1)[CH2:31][NH:30]2.CC(C1C=C(C(C)C)C(C2C=CC=CC=2P(C2CCCCC2)C2CCCCC2)=C(C(C)C)C=1)C.CC(C)([O-])C.N#N. Product: [CH:29]12[CH2:35][CH:32]([NH:33][CH2:34]1)[CH2:31][N:30]2[C:2]1[CH:3]=[CH:4][C:5]2[O:14][CH2:13][CH2:12][C:11]3[CH:10]=[C:9]([C:15]4[N:16]([C:20]5[CH:25]=[CH:24][C:23]([F:26])=[CH:22][C:21]=5[F:27])[N:17]=[CH:18][N:19]=4)[S:8][C:7]=3[C:6]=2[N:28]=1. The catalyst class is: 12. (4) Reactant: [N:1]1([CH2:15][C:16]2[N:20]([CH2:21][CH2:22][CH2:23][C:24]#[N:25])[C:19]3[CH:26]=[CH:27][CH:28]=[CH:29][C:18]=3[N:17]=2)[C@H:14]2[C@@H:5]([CH2:6][CH2:7][C:8]3[C:13]2=[N:12][CH:11]=[CH:10][CH:9]=3)[CH2:4][CH2:3][CH2:2]1. Product: [N:1]1([CH2:15][C:16]2[N:20]([CH2:21][CH2:22][CH2:23][CH2:24][NH2:25])[C:19]3[CH:26]=[CH:27][CH:28]=[CH:29][C:18]=3[N:17]=2)[C@H:14]2[C@@H:5]([CH2:6][CH2:7][C:8]3[C:13]2=[N:12][CH:11]=[CH:10][CH:9]=3)[CH2:4][CH2:3][CH2:2]1. The catalyst class is: 834. (5) Product: [Cl:1][C:2]1[C:10]2[N:9]=[C:8]3[N:11]([C:15]4[CH:20]=[CH:19][C:18]([Cl:21])=[CH:17][C:16]=4[Cl:22])[CH2:12][CH2:13][CH2:14][N:7]3[C:6]=2[C:5]([CH:23]([CH:25]2[CH2:27][CH2:26]2)[O:24][CH2:61][C:60]([F:64])([F:63])[F:59])=[CH:4][CH:3]=1. Reactant: [Cl:1][C:2]1[C:10]2[N:9]=[C:8]3[N:11]([C:15]4[CH:20]=[CH:19][C:18]([Cl:21])=[CH:17][C:16]=4[Cl:22])[CH2:12][CH2:13][CH2:14][N:7]3[C:6]=2[C:5]([CH:23]([CH:25]2[CH2:27][CH2:26]2)[OH:24])=[CH:4][CH:3]=1.N(C(N1CCCCC1)=O)=NC(N1CCCCC1)=O.C(P(CCCC)CCCC)CCC.[F:59][C:60]([F:64])([F:63])[CH2:61]O. The catalyst class is: 7. (6) Reactant: C(O)(=O)C.O.[Cl:6][C:7]1[CH:8]=[C:9]([C:14]2([C:29]([F:32])([F:31])[F:30])[O:18][N:17]=[C:16]([C:19]3[CH:20]=[CH:21][C:22]([Cl:28])=[C:23]([N+:25]([O-])=O)[CH:24]=3)[CH2:15]2)[CH:10]=[C:11]([Cl:13])[CH:12]=1. Product: [Cl:6][C:7]1[CH:8]=[C:9]([C:14]2([C:29]([F:30])([F:32])[F:31])[O:18][N:17]=[C:16]([C:19]3[CH:20]=[CH:21][C:22]([Cl:28])=[C:23]([CH:24]=3)[NH2:25])[CH2:15]2)[CH:10]=[C:11]([Cl:13])[CH:12]=1. The catalyst class is: 679. (7) Reactant: [C-:1]#[N:2].[Na+].Cl[CH2:5][C@@H:6]([OH:13])[CH2:7][C:8]([O:10][CH2:11][CH3:12])=[O:9].[OH-].[Na+]. Product: [C:1]([CH2:5][C@@H:6]([OH:13])[CH2:7][C:8]([O:10][CH2:11][CH3:12])=[O:9])#[N:2]. The catalyst class is: 6. (8) Reactant: [Cl-].O[NH3+:3].[C:4](=[O:7])([O-])[OH:5].[Na+].CS(C)=O.[CH2:13]([C:17]1[N:18]=[C:19]([CH3:45])[N:20]([CH2:39][C:40]2[S:41][CH:42]=[CH:43][N:44]=2)[C:21](=[O:38])[C:22]=1[CH2:23][C:24]1[CH:29]=[CH:28][C:27]([C:30]2[C:31]([C:36]#[N:37])=[CH:32][CH:33]=[CH:34][CH:35]=2)=[CH:26][CH:25]=1)[CH2:14][CH2:15][CH3:16]. Product: [CH2:13]([C:17]1[N:18]=[C:19]([CH3:45])[N:20]([CH2:39][C:40]2[S:41][CH:42]=[CH:43][N:44]=2)[C:21](=[O:38])[C:22]=1[CH2:23][C:24]1[CH:25]=[CH:26][C:27]([C:30]2[CH:35]=[CH:34][CH:33]=[CH:32][C:31]=2[C:36]2[NH:3][C:4](=[O:7])[O:5][N:37]=2)=[CH:28][CH:29]=1)[CH2:14][CH2:15][CH3:16]. The catalyst class is: 13. (9) Reactant: [NH2:1][C:2]1[N:3](CC2C=CC=CC=2)[C:4](=[O:11])[C:5]2[NH:10][CH:9]=[CH:8][C:6]=2[N:7]=1.C([O-])=O.[NH4+]. Product: [NH2:1][C:2]1[NH:3][C:4](=[O:11])[C:5]2[NH:10][CH:9]=[CH:8][C:6]=2[N:7]=1. The catalyst class is: 19.